Dataset: Forward reaction prediction with 1.9M reactions from USPTO patents (1976-2016). Task: Predict the product of the given reaction. (1) The product is: [CH3:1][O:2][C:3](=[O:12])[C:4]1[CH:9]=[C:8]([C:19](=[O:20])[CH2:18][Br:39])[CH:7]=[CH:6][C:5]=1[Br:11]. Given the reactants [CH3:1][O:2][C:3](=[O:12])[C:4]1[CH:9]=[C:8](I)[CH:7]=[CH:6][C:5]=1[Br:11].C([Sn](CCCC)(CCCC)[CH:18]=[CH:19][O:20]CC)CCC.O.C1C(=O)N([Br:39])C(=O)C1, predict the reaction product. (2) Given the reactants [C:1]([O:5][C:6]([N:8]1[CH2:13][CH2:12][CH2:11][C@@H:10]([NH:14]C(OCC2C=CC=CC=2)=O)[CH2:9]1)=[O:7])([CH3:4])([CH3:3])[CH3:2], predict the reaction product. The product is: [C:1]([O:5][C:6]([N:8]1[CH2:13][CH2:12][CH2:11][C@@H:10]([NH2:14])[CH2:9]1)=[O:7])([CH3:4])([CH3:2])[CH3:3]. (3) Given the reactants Cl.[Cl:2][C:3]1[CH:4]=[CH:5][C:6]([S:11]([CH2:14][CH3:15])(=[O:13])=[O:12])=[C:7]([CH2:9][NH2:10])[CH:8]=1.[NH2:16][C:17]1[C:25]([Cl:26])=[C:24]([CH2:27][N:28]2[CH2:33][CH2:32][N:31]([C:34]([O:36][C:37]([CH3:40])([CH3:39])[CH3:38])=[O:35])[CH2:30][CH2:29]2)[C:23]([O:41][C:42]([F:45])([F:44])[F:43])=[CH:22][C:18]=1[C:19](O)=[O:20].NC1C=CC(C(F)(F)F)=CC=1C(NCC1C=C(Br)C=CC=1S(CC)(=O)=O)=O.CN(C(ON1N=NC2C=CC=CC1=2)=[N+](C)C)C.F[P-](F)(F)(F)(F)F, predict the reaction product. The product is: [NH2:16][C:17]1[C:25]([Cl:26])=[C:24]([CH2:27][N:28]2[CH2:29][CH2:30][N:31]([C:34]([O:36][C:37]([CH3:39])([CH3:38])[CH3:40])=[O:35])[CH2:32][CH2:33]2)[C:23]([O:41][C:42]([F:44])([F:45])[F:43])=[CH:22][C:18]=1[C:19](=[O:20])[NH:10][CH2:9][C:7]1[CH:8]=[C:3]([Cl:2])[CH:4]=[CH:5][C:6]=1[S:11]([CH2:14][CH3:15])(=[O:13])=[O:12]. (4) Given the reactants [OH:1][C:2]1[CH:7]=[CH:6][N:5]=[CH:4][CH:3]=1.C(C=P(CCCC)(CCCC)CCCC)#N.[F:24][C@@H:25]([CH3:28])[CH2:26]O.Cl, predict the reaction product. The product is: [F:24][C@@H:25]([CH3:28])[CH2:26][O:1][C:2]1[CH:7]=[CH:6][N:5]=[CH:4][CH:3]=1.